From a dataset of Forward reaction prediction with 1.9M reactions from USPTO patents (1976-2016). Predict the product of the given reaction. (1) Given the reactants [F:1][CH:2]([F:38])[C:3]1[N:7]([C:8]2[CH:13]=[C:12]([O:14][CH2:15][CH:16]3[CH2:27][CH2:26][C:19]4(C(=O)CCC4=O)[CH2:18][CH2:17]3)[N:11]=[C:10]([N:28]3[CH2:33][CH2:32][O:31][CH2:30][CH2:29]3)[N:9]=2)[C:6]2[CH:34]=[CH:35][CH:36]=[CH:37][C:5]=2[N:4]=1.O.CC1C=CC(S(O)(=O)=[O:48])=CC=1.C(=O)(O)[O-].[Na+], predict the reaction product. The product is: [F:1][CH:2]([F:38])[C:3]1[N:7]([C:8]2[N:9]=[C:10]([N:28]3[CH2:29][CH2:30][O:31][CH2:32][CH2:33]3)[N:11]=[C:12]([O:14][CH2:15][CH:16]3[CH2:27][CH2:26][C:19](=[O:48])[CH2:18][CH2:17]3)[CH:13]=2)[C:6]2[CH:34]=[CH:35][CH:36]=[CH:37][C:5]=2[N:4]=1. (2) Given the reactants [CH3:1][O:2][C:3]1[CH:4]=[C:5](/[C:11](=[CH:14]/[C:15]2[CH:20]=[CH:19][C:18]([OH:21])=[CH:17][CH:16]=2)/[C:12]#[N:13])[CH:6]=[CH:7][C:8]=1[O:9][CH3:10], predict the reaction product. The product is: [CH3:1][O:2][C:3]1[CH:4]=[C:5](/[C:11](=[CH:14]\[C:15]2[CH:16]=[CH:17][C:18]([OH:21])=[CH:19][CH:20]=2)/[C:12]#[N:13])[CH:6]=[CH:7][C:8]=1[O:9][CH3:10].